From a dataset of Catalyst prediction with 721,799 reactions and 888 catalyst types from USPTO. Predict which catalyst facilitates the given reaction. (1) Reactant: [CH3:1][O:2][CH2:3][C:4]1[CH:5]=[CH:6][C:7]([NH:10]C(C2C=CC=CC=2)(C2C=CC=CC=2)C2C=CC=CC=2)=[N:8][CH:9]=1.O.C1(C)C=CC(S(O)(=O)=O)=CC=1.C([O-])([O-])=O.[Na+].[Na+]. Product: [CH3:1][O:2][CH2:3][C:4]1[CH:5]=[CH:6][C:7]([NH2:10])=[N:8][CH:9]=1. The catalyst class is: 22. (2) Reactant: [C:1]([C:3]1[CH:4]=[C:5]([CH:10]=[CH:11][C:12]=1[O:13][CH3:14])[C:6](OC)=[O:7])#[N:2]. Product: [OH:7][CH2:6][C:5]1[CH:10]=[CH:11][C:12]([O:13][CH3:14])=[C:3]([CH:4]=1)[C:1]#[N:2]. The catalyst class is: 7. (3) Reactant: Br[CH2:2]/[CH:3]=[CH:4]/[C:5]([OH:7])=O.[N:8]1([C:14]([N:16]2[CH2:20][CH2:19][CH2:18][CH2:17]2)=[O:15])[CH2:13][CH2:12][NH:11][CH2:10][CH2:9]1.CCN(C(C)C)C(C)C.[Cl:30][C:31]1[CH:32]=[C:33]([NH:38][C:39]2[C:40]3[C:47]4[CH2:48][CH2:49][NH:50][CH2:51][C:46]=4[S:45][C:41]=3[N:42]=[CH:43][N:44]=2)[CH:34]=[CH:35][C:36]=1[Cl:37].CCN=C=NCCCN(C)C. Product: [Cl:30][C:31]1[CH:32]=[C:33]([NH:38][C:39]2[C:40]3[C:47]4[CH2:48][CH2:49][N:50]([C:5](=[O:7])/[CH:4]=[CH:3]/[CH2:2][N:11]5[CH2:10][CH2:9][N:8]([C:14]([N:16]6[CH2:17][CH2:18][CH2:19][CH2:20]6)=[O:15])[CH2:13][CH2:12]5)[CH2:51][C:46]=4[S:45][C:41]=3[N:42]=[CH:43][N:44]=2)[CH:34]=[CH:35][C:36]=1[Cl:37]. The catalyst class is: 34. (4) The catalyst class is: 1. Reactant: [CH3:1][NH2:2].[F:3][C:4]1[CH:9]=[C:8]([N+:10]([O-:12])=[O:11])[C:7](F)=[CH:6][C:5]=1[F:14]. Product: [F:3][C:4]1[C:5]([F:14])=[CH:6][C:7]([NH:2][CH3:1])=[C:8]([N+:10]([O-:12])=[O:11])[CH:9]=1. (5) Reactant: [C:1]([O:5][C:6]([C:8]1[C:12]([CH3:13])=[C:11]([C:14](=[O:24])[N:15](CCCC)[CH2:16]CCC)[S:10][C:9]=1[NH:25][C:26]([NH:28][CH2:29][CH2:30][CH2:31][CH2:32][CH2:33][CH2:34][CH2:35][CH3:36])=[O:27])=[O:7])([CH3:4])([CH3:3])[CH3:2].C([O:41][C:42]([C:44]1[C:48](C)=[C:47](C(=O)NCCCCCCCC)SC=1NC(NCCCCCCCC)=O)=O)(C)(C)C.[CH2:78](N[CH2:78][CH2:79][CH2:80][CH3:81])[CH2:79][CH2:80][CH3:81]. Product: [C:1]([O:5][C:6]([C:8]1[C:12]([CH3:13])=[C:11]([C:14](=[O:24])[NH:15][CH2:16][C:47]2[CH:48]=[CH:44][C:42]3[O:41][CH2:81][CH2:80][C:79]=3[CH:78]=2)[S:10][C:9]=1[NH:25][C:26]([NH:28][CH2:29][CH2:30][CH2:31][CH2:32][CH2:33][CH2:34][CH2:35][CH3:36])=[O:27])=[O:7])([CH3:2])([CH3:4])[CH3:3]. The catalyst class is: 25. (6) Reactant: [Cl:1][C:2]1[CH:20]=[CH:19][CH:18]=[CH:17][C:3]=1[C:4]([NH:6][CH2:7][CH2:8][NH:9]C(=O)OC(C)(C)C)=[O:5].O1CCOCC1.Cl. Product: [ClH:1].[NH2:9][CH2:8][CH2:7][NH:6][C:4](=[O:5])[C:3]1[CH:17]=[CH:18][CH:19]=[CH:20][C:2]=1[Cl:1]. The catalyst class is: 12.